The task is: Predict the reactants needed to synthesize the given product.. This data is from Full USPTO retrosynthesis dataset with 1.9M reactions from patents (1976-2016). (1) Given the product [CH2:2]([O:9][C:10]1[CH:15]=[CH:14][C:13]([C:21]2([OH:24])[CH2:22][CH2:23][C:18]([CH3:25])([CH3:17])[CH2:19][CH2:20]2)=[CH:12][CH:11]=1)[C:3]1[CH:8]=[CH:7][CH:6]=[CH:5][CH:4]=1, predict the reactants needed to synthesize it. The reactants are: [Mg].[CH2:2]([O:9][C:10]1[CH:15]=[CH:14][C:13](Br)=[CH:12][CH:11]=1)[C:3]1[CH:8]=[CH:7][CH:6]=[CH:5][CH:4]=1.[CH3:17][C:18]1([CH3:25])[CH2:23][CH2:22][C:21](=[O:24])[CH2:20][CH2:19]1. (2) The reactants are: C(Cl)(=O)C(Cl)=O.CS(C)=O.[F:11][C:12]([F:50])([CH2:46][CH2:47][CH2:48][CH3:49])[CH:13]([OH:45])[CH2:14][CH2:15][C@H:16]1[C@H:20]([O:21][CH:22]2[CH2:27][CH2:26][CH2:25][CH2:24][O:23]2)[CH2:19][C@H:18]([OH:28])[C@@H:17]1[CH2:29][CH2:30][CH2:31][CH2:32][CH2:33][CH2:34][C:35]([O:37][CH2:38][C:39]1[CH:44]=[CH:43][CH:42]=[CH:41][CH:40]=1)=[O:36].C(N(CC)CC)C.O.[NH4+]. Given the product [F:50][C:12]([F:11])([CH2:46][CH2:47][CH2:48][CH3:49])[C:13](=[O:45])[CH2:14][CH2:15][C@H:16]1[C@H:20]([O:21][CH:22]2[CH2:27][CH2:26][CH2:25][CH2:24][O:23]2)[CH2:19][C:18](=[O:28])[C@@H:17]1[CH2:29][CH2:30][CH2:31][CH2:32][CH2:33][CH2:34][C:35]([O:37][CH2:38][C:39]1[CH:40]=[CH:41][CH:42]=[CH:43][CH:44]=1)=[O:36], predict the reactants needed to synthesize it. (3) Given the product [Cl:29][C:26]1[CH:25]=[CH:24][C:23]([N:19]2[C:20]([CH3:22])=[CH:21][C:17]([C:15](=[O:16])[CH:14]([F:31])[F:32])=[C:18]2[CH3:30])=[CH:28][CH:27]=1, predict the reactants needed to synthesize it. The reactants are: [H-].[Na+].C1COCC1.N1CCCC1.Br[C:14]([F:32])([F:31])[C:15]([C:17]1[CH:21]=[C:20]([CH3:22])[N:19]([C:23]2[CH:28]=[CH:27][C:26]([Cl:29])=[CH:25][CH:24]=2)[C:18]=1[CH3:30])=[O:16]. (4) The reactants are: C(N(CC)CC)C.Cl[C:9]1([C:20]2[CH:25]=[CH:24][CH:23]=[CH:22][C:21]=2[O:26][CH3:27])[C:17]2[C:12](=[CH:13][CH:14]=[C:15]([Cl:18])[CH:16]=2)[NH:11][C:10]1=[O:19].[F:28][C@@H:29]1[CH2:33][NH:32][C@H:31]([C:34]([O:36][CH3:37])=[O:35])[CH2:30]1.C(=O)([O-])O.[Na+]. Given the product [Cl:18][C:15]1[CH:16]=[C:17]2[C:12](=[CH:13][CH:14]=1)[NH:11][C:10](=[O:19])[C:9]2([N:32]1[CH2:33][C@@H:29]([F:28])[CH2:30][C@H:31]1[C:34]([O:36][CH3:37])=[O:35])[C:20]1[CH:25]=[CH:24][CH:23]=[CH:22][C:21]=1[O:26][CH3:27], predict the reactants needed to synthesize it.